This data is from CYP2C9 inhibition data for predicting drug metabolism from PubChem BioAssay. The task is: Regression/Classification. Given a drug SMILES string, predict its absorption, distribution, metabolism, or excretion properties. Task type varies by dataset: regression for continuous measurements (e.g., permeability, clearance, half-life) or binary classification for categorical outcomes (e.g., BBB penetration, CYP inhibition). Dataset: cyp2c9_veith. (1) The drug is CN(C)c1ccc(N=Cc2nc(-c3ccccc3)oc2O)cc1. The result is 1 (inhibitor). (2) The drug is Cc1ccc(OC(=O)c2cccc(C(=O)Oc3ccc(C)cn3)n2)nc1. The result is 0 (non-inhibitor). (3) The molecule is CCOC(=O)C(C)(C)[C@H](O)C(C)C. The result is 0 (non-inhibitor).